This data is from NCI-60 drug combinations with 297,098 pairs across 59 cell lines. The task is: Regression. Given two drug SMILES strings and cell line genomic features, predict the synergy score measuring deviation from expected non-interaction effect. (1) Drug 1: CC1C(C(CC(O1)OC2CC(CC3=C2C(=C4C(=C3O)C(=O)C5=C(C4=O)C(=CC=C5)OC)O)(C(=O)CO)O)N)O.Cl. Drug 2: CN(C(=O)NC(C=O)C(C(C(CO)O)O)O)N=O. Cell line: NCI-H226. Synergy scores: CSS=-3.73, Synergy_ZIP=1.63, Synergy_Bliss=1.14, Synergy_Loewe=-3.77, Synergy_HSA=-2.82. (2) Drug 1: C1=CC(=CC=C1CCC2=CNC3=C2C(=O)NC(=N3)N)C(=O)NC(CCC(=O)O)C(=O)O. Drug 2: C1=CC=C(C(=C1)C(C2=CC=C(C=C2)Cl)C(Cl)Cl)Cl. Cell line: MDA-MB-231. Synergy scores: CSS=13.4, Synergy_ZIP=-7.14, Synergy_Bliss=-0.825, Synergy_Loewe=-20.7, Synergy_HSA=0.276. (3) Drug 1: CCC1(CC2CC(C3=C(CCN(C2)C1)C4=CC=CC=C4N3)(C5=C(C=C6C(=C5)C78CCN9C7C(C=CC9)(C(C(C8N6C=O)(C(=O)OC)O)OC(=O)C)CC)OC)C(=O)OC)O.OS(=O)(=O)O. Drug 2: C1=CC=C(C=C1)NC(=O)CCCCCCC(=O)NO. Cell line: SF-539. Synergy scores: CSS=16.1, Synergy_ZIP=-8.42, Synergy_Bliss=-5.54, Synergy_Loewe=-4.27, Synergy_HSA=-4.07. (4) Drug 1: C1CC(=O)NC(=O)C1N2CC3=C(C2=O)C=CC=C3N. Drug 2: CC1C(C(=O)NC(C(=O)N2CCCC2C(=O)N(CC(=O)N(C(C(=O)O1)C(C)C)C)C)C(C)C)NC(=O)C3=C4C(=C(C=C3)C)OC5=C(C(=O)C(=C(C5=N4)C(=O)NC6C(OC(=O)C(N(C(=O)CN(C(=O)C7CCCN7C(=O)C(NC6=O)C(C)C)C)C)C(C)C)C)N)C. Cell line: NCI-H522. Synergy scores: CSS=6.47, Synergy_ZIP=15.1, Synergy_Bliss=18.7, Synergy_Loewe=18.8, Synergy_HSA=18.7. (5) Drug 1: CS(=O)(=O)CCNCC1=CC=C(O1)C2=CC3=C(C=C2)N=CN=C3NC4=CC(=C(C=C4)OCC5=CC(=CC=C5)F)Cl. Drug 2: C1=CC=C(C(=C1)C(C2=CC=C(C=C2)Cl)C(Cl)Cl)Cl. Cell line: SN12C. Synergy scores: CSS=-5.02, Synergy_ZIP=0.744, Synergy_Bliss=-1.56, Synergy_Loewe=-8.29, Synergy_HSA=-8.32.